From a dataset of Full USPTO retrosynthesis dataset with 1.9M reactions from patents (1976-2016). Predict the reactants needed to synthesize the given product. (1) The reactants are: [CH2:1]1[C@@H:6](O)[C@@H:5]([OH:8])[C@H:4]([OH:9])[CH2:3][C@@:2]1([C:11]([OH:13])=[O:12])[OH:10].CN(C=O)C.C1C=CC=CC=1.C1(C)C=CC(S(O)(=O)=O)=CC=1. Given the product [OH:10][C:2]12[CH2:1][CH:6]([O:13][C:11]1=[O:12])[CH:5]([OH:8])[CH:4]([OH:9])[CH2:3]2, predict the reactants needed to synthesize it. (2) Given the product [Cl:1][C:2]1[CH:7]=[CH:6][C:5]([NH:8][C:9]([NH:11][C:12]2[CH:17]=[CH:16][C:15]([O:18][C:19]3[CH:24]=[CH:23][N:22]=[C:21]([NH:33][CH2:34][CH2:35][CH:36]([OH:38])[CH3:37])[N:20]=3)=[CH:14][CH:13]=2)=[O:10])=[CH:4][C:3]=1[C:29]([F:32])([F:31])[F:30], predict the reactants needed to synthesize it. The reactants are: [Cl:1][C:2]1[CH:7]=[CH:6][C:5]([NH:8][C:9]([NH:11][C:12]2[CH:17]=[CH:16][C:15]([O:18][C:19]3[CH:24]=[CH:23][N:22]=[C:21](S(C)(=O)=O)[N:20]=3)=[CH:14][CH:13]=2)=[O:10])=[CH:4][C:3]=1[C:29]([F:32])([F:31])[F:30].[NH2:33][CH2:34][CH2:35][CH:36]([OH:38])[CH3:37].NCCCCO. (3) Given the product [NH2:1][C:2]1[C:3]([C:4]([NH:43][CH3:41])=[O:5])=[C:7]([CH:25]2[CH2:30][CH2:29][CH2:28][N:27]([C:31]([O:33][C:34]([CH3:36])([CH3:37])[CH3:35])=[O:32])[CH2:26]2)[CH:8]=[C:9]([C:11]2[CH:16]=[CH:15][CH:14]=[CH:13][C:12]=2[O:17][CH2:18][C:19]2[CH:24]=[CH:23][CH:22]=[CH:21][CH:20]=2)[N:10]=1, predict the reactants needed to synthesize it. The reactants are: [NH2:1][C:2]1[N:10]=[C:9]([C:11]2[CH:16]=[CH:15][CH:14]=[CH:13][C:12]=2[O:17][CH2:18][C:19]2[CH:24]=[CH:23][CH:22]=[CH:21][CH:20]=2)[CH:8]=[C:7]([CH:25]2[CH2:30][CH2:29][CH2:28][N:27]([C:31]([O:33][C:34]([CH3:37])([CH3:36])[CH3:35])=[O:32])[CH2:26]2)[C:3]=1[C:4](O)=[O:5].Cl.CN.[CH2:41]([N:43](CC)CC)C.ON1C2C=CC=CC=2N=N1.Cl.C(N=C=NCCCN(C)C)C.